Dataset: NCI-60 drug combinations with 297,098 pairs across 59 cell lines. Task: Regression. Given two drug SMILES strings and cell line genomic features, predict the synergy score measuring deviation from expected non-interaction effect. Drug 1: CC1=CC2C(CCC3(C2CCC3(C(=O)C)OC(=O)C)C)C4(C1=CC(=O)CC4)C. Drug 2: CCN(CC)CCNC(=O)C1=C(NC(=C1C)C=C2C3=C(C=CC(=C3)F)NC2=O)C. Cell line: UACC62. Synergy scores: CSS=6.66, Synergy_ZIP=-0.358, Synergy_Bliss=5.59, Synergy_Loewe=3.05, Synergy_HSA=4.93.